Task: Predict the reaction yield, written as a fraction of the theoretical maximum amount of product (1.0 means a 100% yield; for example, 0.34 means a 34% yield).. Dataset: Reaction yield outcomes from USPTO patents with 853,638 reactions (1) The reactants are [C:1]12([NH:11][C:12]([C:14]3[CH:15]=[N:16][N:17]([C:23]4[CH:32]=[CH:31][C:26]([C:27]([O:29]C)=[O:28])=[CH:25][CH:24]=4)[C:18]=3[S:19][CH2:20][CH2:21][CH3:22])=[O:13])[CH2:10][CH:5]3[CH2:6][CH:7]([CH2:9][CH:3]([CH2:4]3)[CH2:2]1)[CH2:8]2.[OH-].[Na+]. The catalyst is CO. The product is [C:1]12([NH:11][C:12]([C:14]3[CH:15]=[N:16][N:17]([C:23]4[CH:32]=[CH:31][C:26]([C:27]([OH:29])=[O:28])=[CH:25][CH:24]=4)[C:18]=3[S:19][CH2:20][CH2:21][CH3:22])=[O:13])[CH2:8][CH:7]3[CH2:9][CH:3]([CH2:4][CH:5]([CH2:6]3)[CH2:10]1)[CH2:2]2. The yield is 0.940. (2) The reactants are [C:1]([O:10]C)(=O)[C:2]1[C:3](=[CH:5][CH:6]=[CH:7][CH:8]=1)[SH:4].[C:12]([C:14]1[N:19]=[C:18]([C:20]([NH:22][CH2:23][CH2:24][CH3:25])=[O:21])[CH:17]=[CH:16][CH:15]=1)#[N:13].C(N(CC)CC)C. The catalyst is C1(C)C=CC=CC=1. The product is [O:10]=[C:1]1[C:2]2[CH:8]=[CH:7][CH:6]=[CH:5][C:3]=2[S:4][C:12]([C:14]2[N:19]=[C:18]([C:20]([NH:22][CH2:23][CH2:24][CH3:25])=[O:21])[CH:17]=[CH:16][CH:15]=2)=[N:13]1. The yield is 0.780.